Task: Predict the product of the given reaction.. Dataset: Forward reaction prediction with 1.9M reactions from USPTO patents (1976-2016) (1) Given the reactants C(N(C(C)C)CC)(C)C.Cl[C:11]1[C:20]2[C:15](=[CH:16][CH:17]=[CH:18][C:19]=2[O:21][CH:22]2[CH2:27][CH2:26][N:25]([CH3:28])[CH2:24][CH2:23]2)[N:14]=[CH:13][N:12]=1.[NH2:29][C:30]1[CH:31]=[C:32]2[C:36](=[CH:37][CH:38]=1)[NH:35][N:34]=[C:33]2[Br:39], predict the reaction product. The product is: [Br:39][C:33]1[C:32]2[C:36](=[CH:37][CH:38]=[C:30]([NH:29][C:11]3[C:20]4[C:15](=[CH:16][CH:17]=[CH:18][C:19]=4[O:21][CH:22]4[CH2:27][CH2:26][N:25]([CH3:28])[CH2:24][CH2:23]4)[N:14]=[CH:13][N:12]=3)[CH:31]=2)[NH:35][N:34]=1. (2) Given the reactants [CH3:1][O:2][C:3]1[CH:4]=[C:5]([C:12]2[NH:13][C:14]([CH2:17][C:18]([O:20][CH2:21][CH3:22])=[O:19])=[N:15][N:16]=2)[CH:6]=[CH:7][C:8]=1[N+:9]([O-])=O, predict the reaction product. The product is: [NH2:9][C:8]1[CH:7]=[CH:6][C:5]([C:12]2[NH:13][C:14]([CH2:17][C:18]([O:20][CH2:21][CH3:22])=[O:19])=[N:15][N:16]=2)=[CH:4][C:3]=1[O:2][CH3:1].